From a dataset of Catalyst prediction with 721,799 reactions and 888 catalyst types from USPTO. Predict which catalyst facilitates the given reaction. (1) Reactant: [C:1]([O:20][CH2:21][CH:22]1[CH2:26][CH:25]([CH2:27]OS(C2C=CC(C)=CC=2)(=O)=O)[CH:24]=[CH:23]1)([C:14]1[CH:19]=[CH:18][CH:17]=[CH:16][CH:15]=1)([C:8]1[CH:13]=[CH:12][CH:11]=[CH:10][CH:9]=1)[C:2]1[CH:7]=[CH:6][CH:5]=[CH:4][CH:3]=1.[C-:39]#[N:40].[Na+]. Product: [C:1]([O:20][CH2:21][CH:22]1[CH2:26][CH:25]([CH2:27][C:39]#[N:40])[CH:24]=[CH:23]1)([C:8]1[CH:9]=[CH:10][CH:11]=[CH:12][CH:13]=1)([C:14]1[CH:19]=[CH:18][CH:17]=[CH:16][CH:15]=1)[C:2]1[CH:3]=[CH:4][CH:5]=[CH:6][CH:7]=1. The catalyst class is: 9. (2) Reactant: [C:1]1([CH2:7][O:8][C:9]2[CH:14]=[CH:13][C:12]([O:15][CH2:16][CH2:17][O:18][CH2:19][CH2:20][N:21](C(OC(C)(C)C)=O)C(OC(C)(C)C)=O)=[CH:11][C:10]=2[C:36]([NH:38][C:39]2[CH:40]=[N:41][CH:42]=[CH:43][CH:44]=2)=[O:37])[CH:6]=[CH:5][CH:4]=[CH:3][CH:2]=1. Product: [NH2:21][CH2:20][CH2:19][O:18][CH2:17][CH2:16][O:15][C:12]1[CH:13]=[CH:14][C:9]([O:8][CH2:7][C:1]2[CH:6]=[CH:5][CH:4]=[CH:3][CH:2]=2)=[C:10]([CH:11]=1)[C:36]([NH:38][C:39]1[CH:40]=[N:41][CH:42]=[CH:43][CH:44]=1)=[O:37]. The catalyst class is: 330.